This data is from Forward reaction prediction with 1.9M reactions from USPTO patents (1976-2016). The task is: Predict the product of the given reaction. (1) Given the reactants [O:1]=[C:2]1[C:10]2[C:5](=[CH:6][CH:7]=[CH:8][CH:9]=2)[C:4]([C:11]2[CH:16]=[CH:15][CH:14]=[CH:13][CH:12]=2)=[C:3]1[C:17](O)=[O:18].O=S(Cl)Cl.Cl.[CH3:25][O:26][C:27](=[O:30])[CH2:28][NH2:29], predict the reaction product. The product is: [CH3:25][O:26][C:27](=[O:30])[CH2:28][NH:29][C:2]([C:3]1[C:17](=[O:18])[C:16]2[C:11]([C:4]=1[C:5]1[CH:6]=[CH:7][CH:8]=[CH:9][CH:10]=1)=[CH:12][CH:13]=[CH:14][CH:15]=2)=[O:1]. (2) Given the reactants [Br:1][C:2]1[CH:3]=[C:4]([C:8]([OH:10])=[O:9])[O:5][C:6]=1[Br:7].S(=O)(=O)(O)O.[CH3:16]O, predict the reaction product. The product is: [Br:1][C:2]1[CH:3]=[C:4]([C:8]([O:10][CH3:16])=[O:9])[O:5][C:6]=1[Br:7].